Dataset: Peptide-MHC class I binding affinity with 185,985 pairs from IEDB/IMGT. Task: Regression. Given a peptide amino acid sequence and an MHC pseudo amino acid sequence, predict their binding affinity value. This is MHC class I binding data. (1) The peptide sequence is IIRRSGCRI. The MHC is HLA-A02:01 with pseudo-sequence HLA-A02:01. The binding affinity (normalized) is 0. (2) The peptide sequence is AENLPVTVY. The MHC is Mamu-A11 with pseudo-sequence Mamu-A11. The binding affinity (normalized) is 0.462. (3) The peptide sequence is VGNVIVKF. The MHC is Mamu-B52 with pseudo-sequence Mamu-B52. The binding affinity (normalized) is 0.499. (4) The peptide sequence is FIPIIYSKA. The MHC is HLA-A02:01 with pseudo-sequence HLA-A02:01. The binding affinity (normalized) is 0.529. (5) The peptide sequence is NVDVGCLLT. The MHC is HLA-A68:02 with pseudo-sequence HLA-A68:02. The binding affinity (normalized) is 0. (6) The peptide sequence is FLDWIKDIMT. The binding affinity (normalized) is 0.639. The MHC is HLA-A02:01 with pseudo-sequence HLA-A02:01. (7) The peptide sequence is ADNLITEML. The MHC is HLA-B44:02 with pseudo-sequence HLA-B44:02. The binding affinity (normalized) is 0.193. (8) The peptide sequence is GYMFESKSM. The MHC is HLA-B44:02 with pseudo-sequence HLA-B44:02. The binding affinity (normalized) is 0.0847.